This data is from Reaction yield outcomes from USPTO patents with 853,638 reactions. The task is: Predict the reaction yield, written as a fraction of the theoretical maximum amount of product (1.0 means a 100% yield; for example, 0.34 means a 34% yield). (1) The catalyst is O.C(OCC)(=O)C. The yield is 0.470. The product is [OH:13][C:14]([C:17]1[CH:57]=[CH:56][C:20]([O:21][C@H:22]2[CH2:27][CH2:26][C@H:25]([N:28]3[C:33](=[O:34])[C:32]([CH2:35][C:36]4[CH:41]=[CH:40][C:39]([C:42]5[CH:47]=[CH:46][CH:45]=[CH:44][C:43]=5[C:48]5[NH:3][C:4](=[O:7])[O:5][N:49]=5)=[CH:38][CH:37]=4)=[C:31]([CH2:50][CH2:51][CH3:52])[N:30]4[N:53]=[CH:54][N:55]=[C:29]34)[CH2:24][CH2:23]2)=[CH:19][CH:18]=1)([CH3:16])[CH3:15]. The reactants are [Cl-].O[NH3+:3].[C:4](=[O:7])([O-])[OH:5].[Na+].CS(C)=O.[OH:13][C:14]([C:17]1[CH:57]=[CH:56][C:20]([O:21][C@H:22]2[CH2:27][CH2:26][C@H:25]([N:28]3[C:33](=[O:34])[C:32]([CH2:35][C:36]4[CH:41]=[CH:40][C:39]([C:42]5[C:43]([C:48]#[N:49])=[CH:44][CH:45]=[CH:46][CH:47]=5)=[CH:38][CH:37]=4)=[C:31]([CH2:50][CH2:51][CH3:52])[N:30]4[N:53]=[CH:54][N:55]=[C:29]34)[CH2:24][CH2:23]2)=[CH:19][CH:18]=1)([CH3:16])[CH3:15]. (2) The reactants are [Cl:1][C:2]1[CH:9]=[CH:8][CH:7]=[C:6](F)[C:3]=1[CH:4]=[O:5].[NH:11]1[CH2:16][CH2:15][O:14][CH2:13][CH2:12]1.C(=O)([O-])[O-].[K+].[K+].CS(C)=O. The catalyst is O. The product is [Cl:1][C:2]1[CH:9]=[CH:8][CH:7]=[C:6]([N:11]2[CH2:16][CH2:15][O:14][CH2:13][CH2:12]2)[C:3]=1[CH:4]=[O:5]. The yield is 0.440. (3) The reactants are Br[C:2]1[CH:7]=[CH:6][N:5]=[C:4]([C:8]([NH:10][C:11]2[CH:16]=[CH:15][CH:14]=[C:13]([C:17]3[N:21]([CH:22]4[CH2:24][CH2:23]4)[CH:20]=[N:19][N:18]=3)[CH:12]=2)=[O:9])[CH:3]=1.[N:25]1[CH:30]=[CH:29][CH:28]=[C:27](B(O)O)[CH:26]=1.C(=O)([O-])[O-].[K+].[K+]. The catalyst is C1(C)C=CC=CC=1. The product is [CH:22]1([N:21]2[CH:20]=[N:19][N:18]=[C:17]2[C:13]2[CH:12]=[C:11]([NH:10][C:8]([C:4]3[CH:3]=[C:2]([C:27]4[CH:26]=[N:25][CH:30]=[CH:29][CH:28]=4)[CH:7]=[CH:6][N:5]=3)=[O:9])[CH:16]=[CH:15][CH:14]=2)[CH2:24][CH2:23]1. The yield is 0.480.